Dataset: Forward reaction prediction with 1.9M reactions from USPTO patents (1976-2016). Task: Predict the product of the given reaction. (1) Given the reactants [F:1][C:2]([F:34])([F:33])[C@:3]([C:6]1[CH:11]=[CH:10][C:9]([N:12]2[CH2:17][CH2:16][N:15]([S:18]([C:21]3[S:22][CH:23]=[CH:24][CH:25]=3)(=[O:20])=[O:19])[CH2:14][CH2:13]2)=[C:8]([C:26]#[C:27][C:28]2([CH3:32])[CH2:31][O:30][CH2:29]2)[CH:7]=1)([OH:5])[CH3:4].C1N=C(N)C2N=CN([C@@H]3O[C@H](COP(OP(OC[C@H]4O[C@@H](N5C=C(C(N)=O)CC=C5)[C@H](O)[C@@H]4O)(O)=O)(O)=O)[C@@H](O)[C@H]3OP(O)(O)=O)C=2N=1, predict the reaction product. The product is: [F:34][C:2]([F:1])([F:33])[C@@:3]([C:6]1[CH:11]=[CH:10][C:9]([N:12]2[CH2:17][CH2:16][N:15]([S:18]([C:21]3[S:22][CH:23]=[CH:24][CH:25]=3)(=[O:20])=[O:19])[CH2:14][CH2:13]2)=[C:8]([C:26]#[C:27][C:28]2([CH3:32])[CH2:31][O:30][CH2:29]2)[CH:7]=1)([OH:5])[CH3:4]. (2) Given the reactants [Cl:1][C:2]1[CH:3]=[C:4]([CH:6]=[C:7]([Cl:9])[CH:8]=1)[NH2:5].[CH2:10]([C:12](=O)[C:13]([O-:15])=[O:14])[CH3:11].[F:17][C:18]1[CH:19]=[C:20]([CH:23]=[CH:24][CH:25]=1)C=C.F[C:27](F)(F)[C:28](O)=O, predict the reaction product. The product is: [CH2:27]([O:15][C:13]([CH:12]1[CH2:10][CH:11]([C:24]2[CH:23]=[CH:20][CH:19]=[C:18]([F:17])[CH:25]=2)[C:3]2[C:4](=[CH:6][C:7]([Cl:9])=[CH:8][C:2]=2[Cl:1])[NH:5]1)=[O:14])[CH3:28]. (3) Given the reactants C[N:2]1[CH2:7][C:6]([C:8]([O:10]C)=[O:9])=[CH:5][CH2:4][CH2:3]1.Br.C(=O)([O-])[O-].[K+].[K+].[Na+].[Cl-].S([O-])([O-])(=O)=O.[Na+].[Na+], predict the reaction product. The product is: [NH:2]1[CH2:3][CH2:4][CH:5]=[C:6]([C:8]([OH:10])=[O:9])[CH2:7]1. (4) Given the reactants [N+:1](/[CH:4]=[CH:5]/[CH:6]1[CH2:11][CH2:10][CH2:9][CH2:8][CH2:7]1)([O-:3])=[O:2].[N:12]1[CH:17]=[CH:16][CH:15]=[CH:14][C:13]=1[CH:18]=[O:19].CCOCC.[Na+].[Cl-], predict the reaction product. The product is: [CH:6]1([C@@H:5]([CH2:4][N+:1]([O-:3])=[O:2])[C:18]([C:13]2[CH:14]=[CH:15][CH:16]=[CH:17][N:12]=2)=[O:19])[CH2:11][CH2:10][CH2:9][CH2:8][CH2:7]1. (5) Given the reactants [CH3:1][Si:2]([CH3:33])([CH3:32])[CH2:3][CH2:4][O:5][CH2:6][N:7]1[C:15]2[CH2:14][CH:13]([C:16]3C=NN(COCC[Si](C)(C)C)C=3)[CH2:12][CH2:11][C:10]=2[C:9]([C:29]([OH:31])=[O:30])=[N:8]1.[CH3:34][O:35]C1(C)CCC(=O)CC1, predict the reaction product. The product is: [CH3:34][O:35][C:13]1([CH3:16])[CH2:14][C:15]2[N:7]([CH2:6][O:5][CH2:4][CH2:3][Si:2]([CH3:33])([CH3:1])[CH3:32])[N:8]=[C:9]([C:29]([OH:31])=[O:30])[C:10]=2[CH2:11][CH2:12]1.